From a dataset of Full USPTO retrosynthesis dataset with 1.9M reactions from patents (1976-2016). Predict the reactants needed to synthesize the given product. (1) The reactants are: [Br:1][C:2]1[CH:3]=[C:4]([NH:13][CH:14]([CH3:16])[CH3:15])[C:5]([CH3:12])=[C:6]([CH:11]=1)[C:7]([O:9][CH3:10])=[O:8].[C:17](=O)([O-])[O-].[Cs+].[Cs+].[I-].[K+].CI.[NH4+].[Cl-]. Given the product [Br:1][C:2]1[CH:3]=[C:4]([N:13]([CH3:17])[CH:14]([CH3:16])[CH3:15])[C:5]([CH3:12])=[C:6]([CH:11]=1)[C:7]([O:9][CH3:10])=[O:8], predict the reactants needed to synthesize it. (2) The reactants are: [Br:1]Br.[CH3:3][O:4][C:5](=[O:28])[CH2:6][CH:7]([C:22]1[CH:27]=[CH:26][CH:25]=[CH:24][CH:23]=1)[C:8]1[CH:13]=[CH:12][C:11]([C:14]([CH:16]2[CH2:21][CH2:20][CH2:19][CH2:18][CH2:17]2)=[O:15])=[CH:10][CH:9]=1.S([O-])([O-])(=O)=S.[Na+].[Na+]. Given the product [CH3:3][O:4][C:5](=[O:28])[CH2:6][CH:7]([C:22]1[CH:23]=[CH:24][CH:25]=[CH:26][CH:27]=1)[C:8]1[CH:13]=[CH:12][C:11]([C:14]([C:16]2([Br:1])[CH2:21][CH2:20][CH2:19][CH2:18][CH2:17]2)=[O:15])=[CH:10][CH:9]=1, predict the reactants needed to synthesize it.